Dataset: Reaction yield outcomes from USPTO patents with 853,638 reactions. Task: Predict the reaction yield, written as a fraction of the theoretical maximum amount of product (1.0 means a 100% yield; for example, 0.34 means a 34% yield). (1) The reactants are [C:1]([Si:5]([C:13]1[CH:18]=[CH:17][CH:16]=[CH:15][CH:14]=1)([C:7]1[CH:12]=[CH:11][CH:10]=[CH:9][CH:8]=1)Cl)([CH3:4])([CH3:3])[CH3:2].[F:19][C:20]1[CH:25]=[C:24]([F:26])[CH:23]=[CH:22][C:21]=1[OH:27].N1C=CN=C1. The catalyst is C(Cl)Cl. The product is [C:1]([Si:5]([O:27][C:21]1[CH:22]=[CH:23][C:24]([F:26])=[CH:25][C:20]=1[F:19])([C:13]1[CH:18]=[CH:17][CH:16]=[CH:15][CH:14]=1)[C:7]1[CH:12]=[CH:11][CH:10]=[CH:9][CH:8]=1)([CH3:4])([CH3:3])[CH3:2]. The yield is 0.990. (2) The reactants are [CH:1]1([C:4]2[C:5]([O:26][CH2:27][C:28]([F:31])([F:30])[F:29])=[CH:6][C:7]([C:10]([NH:12][C:13]([C:20]3[N:24]=[C:23]([CH3:25])[O:22][N:21]=3)([CH3:19])[C:14]([O:16]CC)=[O:15])=[O:11])=[N:8][CH:9]=2)[CH2:3][CH2:2]1.O. The yield is 1.00. The product is [CH:1]1([C:4]2[C:5]([O:26][CH2:27][C:28]([F:29])([F:30])[F:31])=[CH:6][C:7]([C:10]([NH:12][C:13]([C:20]3[N:24]=[C:23]([CH3:25])[O:22][N:21]=3)([CH3:19])[C:14]([OH:16])=[O:15])=[O:11])=[N:8][CH:9]=2)[CH2:3][CH2:2]1. The catalyst is C1COCC1. (3) The reactants are [C:1]([C:3]1[C:4]([NH2:9])=[N:5][CH:6]=[CH:7][CH:8]=1)#[CH:2].[F:10][C:11]1[CH:27]=[CH:26][C:14]([CH2:15][C:16]2[O:20][C:19]([CH2:21][C:22](Cl)=[N:23][OH:24])=[CH:18][CH:17]=2)=[CH:13][CH:12]=1.C(N(CC)CC)C. The catalyst is O1CCCC1. The product is [F:10][C:11]1[CH:27]=[CH:26][C:14]([CH2:15][C:16]2[O:20][C:19]([CH2:21][C:22]3[CH:2]=[C:1]([C:3]4[C:4]([NH2:9])=[N:5][CH:6]=[CH:7][CH:8]=4)[O:24][N:23]=3)=[CH:18][CH:17]=2)=[CH:13][CH:12]=1. The yield is 0.0600. (4) The reactants are COCO[C:5]1[CH:14]=[C:13]2[C:8]([CH:9](CCCCCCCCCSCCCC(F)(F)C(F)(F)F)[CH:10](C3C=CC(OCOC)=CC=3)[CH2:11][O:12]2)=[CH:7][CH:6]=1.Cl.O. The catalyst is CCO. The product is [O:12]1[C:13]2[C:8](=[CH:7][CH:6]=[CH:5][CH:14]=2)[CH2:9][CH2:10][CH2:11]1. The yield is 0.800. (5) The reactants are C([O:3][C:4](=[O:40])[CH:5]([CH2:27][C:28]1[CH:33]=[CH:32][CH:31]=[CH:30][C:29]=1[C:34]1[CH:39]=[CH:38][CH:37]=[CH:36][CH:35]=1)[CH2:6][CH2:7][CH:8]([CH2:14][C:15]1[CH:20]=[CH:19][CH:18]=[CH:17][C:16]=1[C:21]1[CH:26]=[CH:25][CH:24]=[CH:23][CH:22]=1)[C:9]([O:11]CC)=[O:10])C.[OH-].[K+]. The product is [C:34]1([C:29]2[CH:30]=[CH:31][CH:32]=[CH:33][C:28]=2[CH2:27][CH:5]([CH2:6][CH2:7][CH:8]([CH2:14][C:15]2[CH:20]=[CH:19][CH:18]=[CH:17][C:16]=2[C:21]2[CH:26]=[CH:25][CH:24]=[CH:23][CH:22]=2)[C:9]([OH:11])=[O:10])[C:4]([OH:40])=[O:3])[CH:35]=[CH:36][CH:37]=[CH:38][CH:39]=1. The yield is 0.850. The catalyst is O.CO. (6) The reactants are [CH3:1][C:2]1[N:7]([CH2:8][C:9]2[S:10][C:11]([C:14]([F:17])([F:16])[F:15])=[CH:12][CH:13]=2)[C:6](=[O:18])[N:5]=[C:4](SC)[N:3]=1.[N:21]1([C:27]([O:29][C:30]([CH3:33])([CH3:32])[CH3:31])=[O:28])[CH2:26][CH2:25][NH:24][CH2:23][CH2:22]1. No catalyst specified. The product is [CH3:1][C:2]1[N:7]([CH2:8][C:9]2[S:10][C:11]([C:14]([F:17])([F:16])[F:15])=[CH:12][CH:13]=2)[C:6](=[O:18])[N:5]=[C:4]([N:24]2[CH2:23][CH2:22][N:21]([C:27]([O:29][C:30]([CH3:33])([CH3:32])[CH3:31])=[O:28])[CH2:26][CH2:25]2)[N:3]=1. The yield is 0.970. (7) The reactants are Br[C:2]1[CH:7]=[CH:6][C:5]([C:8]2[C:19](=[O:20])[N:18]([CH2:21][CH3:22])[C:11]3[N:12]=[C:13]([S:16][CH3:17])[N:14]=[CH:15][C:10]=3[CH:9]=2)=[C:4]([Cl:23])[CH:3]=1.[CH3:24][C:25]1[S:26][CH:27]=[CH:28][N:29]=1.C([O-])(=O)C.[K+]. The catalyst is C1C=CC([P]([Pd]([P](C2C=CC=CC=2)(C2C=CC=CC=2)C2C=CC=CC=2)([P](C2C=CC=CC=2)(C2C=CC=CC=2)C2C=CC=CC=2)[P](C2C=CC=CC=2)(C2C=CC=CC=2)C2C=CC=CC=2)(C2C=CC=CC=2)C2C=CC=CC=2)=CC=1.CC(N(C)C)=O. The product is [Cl:23][C:4]1[CH:3]=[C:2]([C:27]2[S:26][C:25]([CH3:24])=[N:29][CH:28]=2)[CH:7]=[CH:6][C:5]=1[C:8]1[C:19](=[O:20])[N:18]([CH2:21][CH3:22])[C:11]2[N:12]=[C:13]([S:16][CH3:17])[N:14]=[CH:15][C:10]=2[CH:9]=1. The yield is 0.510. (8) The reactants are [C:1]([N:5]1[C:9](=[O:10])[C:8](Cl)=[C:7]([C:12]2[CH:17]=[CH:16][CH:15]=[CH:14][CH:13]=2)[S:6]1(=[O:19])=[O:18])([CH3:4])([CH3:3])[CH3:2].Br.[Br:21][CH2:22][CH2:23][CH2:24][NH2:25]. The catalyst is CC#N. The product is [Br:21][CH2:22][CH2:23][CH2:24][NH:25][C:8]1[C:9](=[O:10])[N:5]([C:1]([CH3:4])([CH3:3])[CH3:2])[S:6](=[O:19])(=[O:18])[C:7]=1[C:12]1[CH:17]=[CH:16][CH:15]=[CH:14][CH:13]=1. The yield is 0.420. (9) The reactants are [C:1]([O:4][CH:5]1[CH:10]([CH3:11])[CH2:9][C:8]([C:12]2[CH:17]=[CH:16][N:15]=[CH:14][C:13]=2[N+:18]([O-])=O)=[CH:7][CH:6]1[NH:21][C:22]([O:24][C:25]([CH3:28])([CH3:27])[CH3:26])=[O:23])(=[O:3])[CH3:2]. The catalyst is CO.CCOC(C)=O.[Pd]. The product is [C:1]([O:4][CH:5]1[CH:10]([CH3:11])[CH2:9][CH:8]([C:12]2[CH:17]=[CH:16][N:15]=[CH:14][C:13]=2[NH2:18])[CH2:7][CH:6]1[NH:21][C:22]([O:24][C:25]([CH3:26])([CH3:28])[CH3:27])=[O:23])(=[O:3])[CH3:2]. The yield is 0.590. (10) The reactants are [C:1]([O:4][CH2:5][CH2:6][C:7]1[CH:12]=[CH:11][CH:10]=[C:9](I)[CH:8]=1)(=[O:3])[CH3:2].Br[C:15]([F:22])([F:21])[C:16]([O:18][CH2:19][CH3:20])=[O:17].[Cl-].[NH4+]. The catalyst is CS(C)=O.[Cu]. The product is [C:1]([O:4][CH2:5][CH2:6][C:7]1[CH:8]=[C:9]([C:15]([F:22])([F:21])[C:16]([O:18][CH2:19][CH3:20])=[O:17])[CH:10]=[CH:11][CH:12]=1)(=[O:3])[CH3:2]. The yield is 0.550.